From a dataset of Full USPTO retrosynthesis dataset with 1.9M reactions from patents (1976-2016). Predict the reactants needed to synthesize the given product. (1) The reactants are: [CH3:1][C:2]1[CH:7]=[CH:6][C:5]([S:8]([O:11][CH2:12][C@H:13]2[CH2:22][CH2:21][C:20]3[C:15](=[C:16](Br)[CH:17]=[C:18]([F:23])[CH:19]=3)[O:14]2)(=[O:10])=[O:9])=[CH:4][CH:3]=1.[Cl:25][C:26]1[CH:31]=[CH:30][C:29]([Cl:32])=[CH:28][C:27]=1B(O)O.C(=O)([O-])[O-].[K+].[K+]. Given the product [CH3:1][C:2]1[CH:7]=[CH:6][C:5]([S:8]([O:11][CH2:12][C@H:13]2[CH:22]=[CH:21][C:20]3[C:15](=[C:16]([C:30]4[CH:31]=[C:26]([Cl:25])[CH:27]=[CH:28][C:29]=4[Cl:32])[CH:17]=[C:18]([F:23])[CH:19]=3)[O:14]2)(=[O:10])=[O:9])=[CH:4][CH:3]=1, predict the reactants needed to synthesize it. (2) Given the product [OH:17][CH2:16][C@H:11]1[CH2:12][CH2:13][CH2:14][CH2:15][C@@H:10]1[N:9]([C@H:7]([C:1]1[CH:6]=[CH:5][CH:4]=[CH:3][CH:2]=1)[CH3:8])[CH2:19][C:20]([O:22][CH2:23][CH3:24])=[O:21], predict the reactants needed to synthesize it. The reactants are: [C:1]1([C@@H:7]([NH:9][C@H:10]2[CH2:15][CH2:14][CH2:13][CH2:12][C@@H:11]2[CH2:16][OH:17])[CH3:8])[CH:6]=[CH:5][CH:4]=[CH:3][CH:2]=1.Br[CH2:19][C:20]([O:22][CH2:23][CH3:24])=[O:21].C(=O)(O)[O-].[Na+]. (3) Given the product [Cl:16][C:10]1[CH:9]=[C:8]([C:4]2[CH:3]=[C:2]([NH:1][S:25]([CH2:24][C:21]3[CH:22]=[CH:23][C:18]([F:17])=[CH:19][CH:20]=3)(=[O:26])=[O:27])[CH:7]=[N:6][CH:5]=2)[CH:15]=[CH:14][C:11]=1[C:12]#[N:13], predict the reactants needed to synthesize it. The reactants are: [NH2:1][C:2]1[CH:3]=[C:4]([C:8]2[CH:15]=[CH:14][C:11]([C:12]#[N:13])=[C:10]([Cl:16])[CH:9]=2)[CH:5]=[N:6][CH:7]=1.[F:17][C:18]1[CH:23]=[CH:22][C:21]([CH2:24][S:25](Cl)(=[O:27])=[O:26])=[CH:20][CH:19]=1. (4) Given the product [NH:43]([C:22]([C:20]1[CH:19]=[CH:18][C:17]2[N:13]([CH:6]([C:7]3[CH:8]=[CH:9][CH:10]=[CH:11][CH:12]=3)[CH2:5][C:4]([O:3][CH2:1][CH3:2])=[O:25])[CH:14]=[N:15][C:16]=2[CH:21]=1)=[O:24])[C:44]1[CH:49]=[CH:48][CH:47]=[CH:46][CH:45]=1, predict the reactants needed to synthesize it. The reactants are: [CH2:1]([O:3][C:4](=[O:25])[CH2:5][CH:6]([N:13]1[C:17]2[CH:18]=[CH:19][C:20]([C:22]([OH:24])=O)=[CH:21][C:16]=2[N:15]=[CH:14]1)[C:7]1[CH:12]=[CH:11][CH:10]=[CH:9][CH:8]=1)[CH3:2].C(N(CC)C(C)C)(C)C.CN(C(O[N:43]1N=N[C:45]2[CH:46]=[CH:47][CH:48]=[CH:49][C:44]1=2)=[N+](C)C)C.[B-](F)(F)(F)F.NC1C=CC=CC=1. (5) Given the product [CH3:16][CH:17]1[CH2:22][CH2:21][CH2:20][CH2:19][N:18]1[C:2]1[CH:12]=[CH:11][C:5]([C:6]([OH:8])=[O:7])=[CH:4][C:3]=1[N+:13]([O-:15])=[O:14], predict the reactants needed to synthesize it. The reactants are: F[C:2]1[CH:12]=[CH:11][C:5]([C:6]([O:8]CC)=[O:7])=[CH:4][C:3]=1[N+:13]([O-:15])=[O:14].[CH3:16][CH:17]1[CH2:22][CH2:21][CH2:20][CH2:19][NH:18]1.[OH-].[Li+]. (6) Given the product [C:20]1([S:26]([C:29]2[S:33][C:32]([N:34]3[CH2:39][CH2:38][N:37]([C:8]([C:7]4[CH:11]=[C:12]([S:15]([CH3:18])(=[O:17])=[O:16])[CH:13]=[CH:14][C:6]=4[O:5][CH2:1][CH:2]([CH3:3])[CH3:4])=[O:10])[CH2:36][CH2:35]3)=[N:31][CH:30]=2)(=[O:28])=[O:27])[CH:25]=[CH:24][CH:23]=[CH:22][CH:21]=1, predict the reactants needed to synthesize it. The reactants are: [CH2:1]([O:5][C:6]1[CH:14]=[CH:13][C:12]([S:15]([CH3:18])(=[O:17])=[O:16])=[CH:11][C:7]=1[C:8]([OH:10])=O)[CH:2]([CH3:4])[CH3:3].Cl.[C:20]1([S:26]([C:29]2[S:33][C:32]([N:34]3[CH2:39][CH2:38][NH:37][CH2:36][CH2:35]3)=[N:31][CH:30]=2)(=[O:28])=[O:27])[CH:25]=[CH:24][CH:23]=[CH:22][CH:21]=1. (7) Given the product [F:38][C:37]([F:40])([F:39])[S:34]([O:26][C:23]1[CH2:24][CH2:25][N:20]([C:18]([O:17][C:13]([CH3:16])([CH3:14])[CH3:15])=[O:19])[CH2:21][CH:22]=1)(=[O:36])=[O:35], predict the reactants needed to synthesize it. The reactants are: C(NC(C)C)(C)C.C([Li])CCC.[C:13]([O:17][C:18]([N:20]1[CH2:25][CH2:24][C:23](=[O:26])[CH2:22][CH2:21]1)=[O:19])([CH3:16])([CH3:15])[CH3:14].C1C=CC(N([S:34]([C:37]([F:40])([F:39])[F:38])(=[O:36])=[O:35])[S:34]([C:37]([F:40])([F:39])[F:38])(=[O:36])=[O:35])=CC=1.